Dataset: Reaction yield outcomes from USPTO patents with 853,638 reactions. Task: Predict the reaction yield, written as a fraction of the theoretical maximum amount of product (1.0 means a 100% yield; for example, 0.34 means a 34% yield). The reactants are [F:1][C:2]([F:31])([F:30])[C:3]1[CH:4]=[C:5]([C:13]2[N:17]=[CH:16][N:15](/[CH:18]=[CH:19]\[C:20]([NH:22][NH:23][C:24]3[CH:29]=[CH:28][CH:27]=[CH:26][N:25]=3)=[O:21])[N:14]=2)[CH:6]=[C:7]([C:9]([F:12])([F:11])[F:10])[CH:8]=1.[ClH:32]. The catalyst is O1CCOCC1. The product is [ClH:32].[F:12][C:9]([F:10])([F:11])[C:7]1[CH:6]=[C:5]([C:13]2[N:17]=[CH:16][N:15](/[CH:18]=[CH:19]\[C:20]([NH:22][NH:23][C:24]3[CH:29]=[CH:28][CH:27]=[CH:26][N:25]=3)=[O:21])[N:14]=2)[CH:4]=[C:3]([C:2]([F:1])([F:30])[F:31])[CH:8]=1. The yield is 0.920.